Dataset: Forward reaction prediction with 1.9M reactions from USPTO patents (1976-2016). Task: Predict the product of the given reaction. (1) The product is: [CH3:22][O:21][C:10]1[CH:11]=[C:12]([C:17]([F:19])([F:20])[F:18])[CH:13]=[C:14]([S:15][CH3:16])[C:9]=1[C:8]([NH:7][CH:3]1[CH2:4][CH2:5][CH2:6][CH:2]1[N:1]1[CH2:29][CH2:28][O:27][CH2:26][CH2:25]1)=[O:23]. Given the reactants [NH2:1][CH:2]1[CH2:6][CH2:5][CH2:4][CH:3]1[NH:7][C:8](=[O:23])[C:9]1[C:14]([S:15][CH3:16])=[CH:13][C:12]([C:17]([F:20])([F:19])[F:18])=[CH:11][C:10]=1[O:21][CH3:22].Br[CH2:25][CH2:26][O:27][CH2:28][CH2:29]Br, predict the reaction product. (2) The product is: [F:1][C:2]1[CH:3]=[C:4]([C:8]2[C:12]([C:25]#[C:24][C:18]3[CH:23]=[CH:22][CH:21]=[CH:20][CH:19]=3)=[C:11]([NH:14][C:15](=[O:17])[CH3:16])[NH:10][N:9]=2)[CH:5]=[CH:6][CH:7]=1. Given the reactants [F:1][C:2]1[CH:3]=[C:4]([C:8]2[C:12](I)=[C:11]([NH:14][C:15](=[O:17])[CH3:16])[NH:10][N:9]=2)[CH:5]=[CH:6][CH:7]=1.[C:18]1([C:24]#[CH:25])[CH:23]=[CH:22][CH:21]=[CH:20][CH:19]=1.C(N(CC)CC)C.CN(C=O)C, predict the reaction product. (3) Given the reactants [CH3:1][NH:2][CH2:3][CH:4]([OH:7])[CH2:5][OH:6].[CH:8]1([C:11]2[N:16]=[C:15]([C:17]([NH:19][C:20]3[CH:28]=[N:27][CH:26]=[CH:25][C:21]=3[C:22]([OH:24])=O)=[O:18])[C:14]([NH:29][C:30]3[CH:31]=[N:32][CH:33]=[N:34][CH:35]=3)=[CH:13][CH:12]=2)[CH2:10][CH2:9]1, predict the reaction product. The product is: [OH:7][CH:4]([CH2:5][OH:6])[CH2:3][N:2]([CH3:1])[C:22]([C:21]1[CH:25]=[CH:26][N:27]=[CH:28][C:20]=1[NH:19][C:17]([C:15]1[C:14]([NH:29][C:30]2[CH:31]=[N:32][CH:33]=[N:34][CH:35]=2)=[CH:13][CH:12]=[C:11]([CH:8]2[CH2:9][CH2:10]2)[N:16]=1)=[O:18])=[O:24]. (4) Given the reactants [Cl-].[Ce+3].[Cl-].[Cl-].[Br:5][C:6]1[CH:11]=[CH:10][C:9]([CH2:12][C:13]([C:15]2[N:16]([S:26]([N:29]([CH3:31])[CH3:30])(=[O:28])=[O:27])[CH:17]=[C:18]([CH2:20][C:21]([CH3:25])([CH3:24])[CH2:22][CH3:23])[N:19]=2)=[O:14])=[CH:8][CH:7]=1.[CH3:32][Mg]Br, predict the reaction product. The product is: [Br:5][C:6]1[CH:11]=[CH:10][C:9]([CH2:12][C:13]([C:15]2[N:16]([S:26]([N:29]([CH3:31])[CH3:30])(=[O:27])=[O:28])[CH:17]=[C:18]([CH2:20][C:21]([CH3:25])([CH3:24])[CH2:22][CH3:23])[N:19]=2)([OH:14])[CH3:32])=[CH:8][CH:7]=1. (5) Given the reactants [C:1]([O:5][C:6]([NH:8][C@@H:9]([C:13]([OH:15])=O)[CH:10]([CH3:12])[CH3:11])=[O:7])([CH3:4])([CH3:3])[CH3:2].CN(C(ON1N=NC2C=CC=CC1=2)=[N+](C)C)C.F[P-](F)(F)(F)(F)F.Cl.[CH3:41][O:42][C:43]1[CH:44]=[C:45]([C:51]2[C@@H:60]3[C@@H:55]([CH2:56][CH2:57][CH2:58][CH2:59]3)[C:54](=[O:61])[N:53]([CH:62]3[CH2:67][CH2:66][NH:65][CH2:64][CH2:63]3)[N:52]=2)[CH:46]=[CH:47][C:48]=1[O:49][CH3:50].CCN(C(C)C)C(C)C.C(=O)(O)[O-].[Na+], predict the reaction product. The product is: [CH3:41][O:42][C:43]1[CH:44]=[C:45]([C:51]2[C@@H:60]3[C@@H:55]([CH2:56][CH2:57][CH2:58][CH2:59]3)[C:54](=[O:61])[N:53]([CH:62]3[CH2:63][CH2:64][N:65]([C:13](=[O:15])[C@H:9]([NH:8][C:6](=[O:7])[O:5][C:1]([CH3:2])([CH3:3])[CH3:4])[CH:10]([CH3:11])[CH3:12])[CH2:66][CH2:67]3)[N:52]=2)[CH:46]=[CH:47][C:48]=1[O:49][CH3:50]. (6) Given the reactants Cl.Cl.[NH2:3][CH2:4][C@@:5]1([OH:13])[CH:10]2[CH2:11][CH2:12][N:7]([CH2:8][CH2:9]2)[CH2:6]1.[C:14]([O-:17])([O-])=[O:15].[Cs+].[Cs+].[Cl:20][C:21]1[CH:22]=[C:23]([C:27]2[CH:32]=[C:31]([N:33]=[C:34]=S)[N:30]=[CH:29][N:28]=2)[CH:24]=[CH:25][CH:26]=1.C(N=C=NC(C)C)(C)C, predict the reaction product. The product is: [OH-:13].[NH4+:3].[C:14]([O:17][CH2:4][CH3:5])(=[O:15])[CH3:21].[Cl:20][C:21]1[CH:22]=[C:23]([C:27]2[N:28]=[CH:29][N:30]=[C:31]([NH:33][C:34]3[O:13][C@:5]4([CH2:4][N:3]=3)[CH:10]3[CH2:9][CH2:8][N:7]([CH2:12][CH2:11]3)[CH2:6]4)[CH:32]=2)[CH:24]=[CH:25][CH:26]=1.